Task: Predict the reactants needed to synthesize the given product.. Dataset: Full USPTO retrosynthesis dataset with 1.9M reactions from patents (1976-2016) (1) Given the product [CH2:1]([N:5]=[CH:6][C:7]1[C:12]([CH2:19][CH3:20])=[CH:11][CH:10]=[CH:9][C:8]=1[CH2:15][CH3:16])[CH2:2][CH2:3][CH3:4], predict the reactants needed to synthesize it. The reactants are: [CH2:1]([N:5]=[CH:6][C:7]1[C:12](F)=[CH:11][CH:10]=[CH:9][C:8]=1F)[CH2:2][CH2:3][CH3:4].[CH2:15]([Mg]Br)[CH3:16].[CH3:19][CH2:20]OCC. (2) Given the product [CH2:29]([NH:33][C:17]([C:14]1[CH:15]=[C:16]2[C:11]3=[C:12]([CH:20]([C:23]4[CH:28]=[CH:27][CH:26]=[CH:25][CH:24]=4)[CH2:21][CH2:22][N:10]3[CH2:9][CH2:8][CH:7]2[C:1]2[CH:6]=[CH:5][CH:4]=[CH:3][CH:2]=2)[CH:13]=1)=[O:19])[CH2:30][CH2:31][CH3:32], predict the reactants needed to synthesize it. The reactants are: [C:1]1([CH:7]2[C:16]3[C:11]4=[C:12]([CH:20]([C:23]5[CH:28]=[CH:27][CH:26]=[CH:25][CH:24]=5)[CH2:21][CH2:22][N:10]4[CH2:9][CH2:8]2)[CH:13]=[C:14]([C:17]([OH:19])=O)[CH:15]=3)[CH:6]=[CH:5][CH:4]=[CH:3][CH:2]=1.[CH2:29]([NH2:33])[CH2:30][CH2:31][CH3:32].CCN=C=NCCCN(C)C. (3) Given the product [S:1]([OH:5])(=[O:4])(=[O:3])[CH3:2].[CH3:6][O:7][C:8]1[N:13]=[C:12](/[CH:14]=[CH:15]/[C:16]2[N:34]=[C:19]3[C@H:20]([C:24]4[CH:29]=[CH:28][CH:27]=[CH:26][C:25]=4[C:30]([F:33])([F:32])[F:31])[CH2:21][CH2:22][CH2:23][N:18]3[N:17]=2)[CH:11]=[CH:10][C:9]=1[N:35]1[CH:39]=[C:38]([CH3:40])[N:37]=[CH:36]1, predict the reactants needed to synthesize it. The reactants are: [S:1]([OH:5])(=[O:4])(=[O:3])[CH3:2].[CH3:6][O:7][C:8]1[N:13]=[C:12](/[CH:14]=[CH:15]/[C:16]2[N:34]=[C:19]3[C@H:20]([C:24]4[CH:29]=[CH:28][CH:27]=[CH:26][C:25]=4[C:30]([F:33])([F:32])[F:31])[CH2:21][CH2:22][CH2:23][N:18]3[N:17]=2)[CH:11]=[CH:10][C:9]=1[N:35]1[CH:39]=[C:38]([CH3:40])[N:37]=[CH:36]1.C(O)C.